Dataset: Forward reaction prediction with 1.9M reactions from USPTO patents (1976-2016). Task: Predict the product of the given reaction. Given the reactants [F:1][C:2]1([CH3:12])[CH2:5][C:4]([CH3:11])([C:6]([O:8]CC)=[O:7])[CH2:3]1.[OH-].[Na+], predict the reaction product. The product is: [F:1][C:2]1([CH3:12])[CH2:5][C:4]([CH3:11])([C:6]([OH:8])=[O:7])[CH2:3]1.